From a dataset of Forward reaction prediction with 1.9M reactions from USPTO patents (1976-2016). Predict the product of the given reaction. (1) The product is: [CH2:1]([O:8][C:9]([N:11]1[CH2:12][CH:13]=[C:14]([C:17]2[CH:22]=[C:21]([CH2:23][OH:24])[CH:20]=[CH:19][C:18]=2[C:32]([F:34])([F:35])[F:33])[CH2:15][CH2:16]1)=[O:10])[C:2]1[CH:7]=[CH:6][CH:5]=[CH:4][CH:3]=1. Given the reactants [CH2:1]([O:8][C:9]([N:11]1[CH2:16][CH:15]=[C:14]([C:17]2[CH:22]=[C:21]([C:23](C)(C)[O:24][SiH2]C(C)(C)C)[CH:20]=[CH:19][C:18]=2[C:32]([F:35])([F:34])[F:33])[CH2:13][CH2:12]1)=[O:10])[C:2]1[CH:7]=[CH:6][CH:5]=[CH:4][CH:3]=1.B(F)(F)F.CCOCC, predict the reaction product. (2) Given the reactants [CH3:1][C@@H:2]([OH:71])[C@@H:3]1[NH:27][C:25](=[O:26])[C@H:24]([CH2:28][CH2:29][CH2:30][CH2:31][NH2:32])[NH:23][C:21](=[O:22])[C@@H:20]([CH2:33][C:34]2[C:38]3[CH:39]=[CH:40][CH:41]=[CH:42][C:37]=3[NH:36][CH:35]=2)[NH:19][C:17](=[O:18])[C@H:16]([CH2:43][C:44]2[CH:45]=[CH:46][CH:47]=[CH:48][CH:49]=2)[NH:15][C:13](=[O:14])[C@@H:12]([NH:50][C:51]([C@H:53]([NH2:61])[CH2:54][C:55]2[CH:56]=[CH:57][CH:58]=[CH:59][CH:60]=2)=[O:52])[CH2:11][S:10][S:9][CH2:8][C@@H:7]([C:62]([NH:64][C@@H:65]([C@H:68]([OH:70])[CH3:69])[CH2:66][OH:67])=[O:63])[NH:6][C:4]1=[O:5].C(=O)CCCCCCCCC, predict the reaction product. The product is: [CH:21](=[O:22])[CH2:20][CH2:33][CH2:34][CH2:38][CH2:37][CH2:42][CH2:41][CH2:40][CH3:39].[CH3:1][C@@H:2]([OH:71])[C@@H:3]1[NH:27][C:25](=[O:26])[C@H:24]([CH2:28][CH2:29][CH2:30][CH2:31][NH2:32])[NH:23][C:21](=[O:22])[C@@H:20]([CH2:33][C:34]2[C:38]3[CH:39]=[CH:40][CH:41]=[CH:42][C:37]=3[NH:36][CH:35]=2)[NH:19][C:17](=[O:18])[C@H:16]([CH2:43][C:44]2[CH:49]=[CH:48][CH:47]=[CH:46][CH:45]=2)[NH:15][C:13](=[O:14])[C@@H:12]([NH:50][C:51]([C@H:53]([NH2:61])[CH2:54][C:55]2[CH:60]=[CH:59][CH:58]=[CH:57][CH:56]=2)=[O:52])[CH2:11][S:10][S:9][CH2:8][C@@H:7]([C:62]([NH:64][C@@H:65]([C@H:68]([OH:70])[CH3:69])[CH2:66][OH:67])=[O:63])[NH:6][C:4]1=[O:5].